Predict the reaction yield, written as a fraction of the theoretical maximum amount of product (1.0 means a 100% yield; for example, 0.34 means a 34% yield). From a dataset of Reaction yield outcomes from USPTO patents with 853,638 reactions. (1) The reactants are [CH3:1][S:2][C:3]1[S:4][C:5]2[CH:11]=[C:10]([N+]([O-])=O)[CH:9]=[CH:8][C:6]=2[N:7]=1.[CH3:15][O:16][S:17]([C:20]1[CH:25]=[CH:24][C:23]([CH3:26])=[CH:22][CH:21]=1)(=[O:19])=[O:18]. The catalyst is CCOCC. The product is [C:23]1([CH3:26])[CH:22]=[CH:21][C:20]([S:17]([O-:19])(=[O:16])=[O:18])=[CH:25][CH:24]=1.[CH3:15][N+:7]1[C:6]2[CH:8]=[CH:9][CH:10]=[CH:11][C:5]=2[S:4][C:3]=1[S:2][CH3:1]. The yield is 0.630. (2) The reactants are [NH2:1][C:2]1[N:11]=[C:10]([CH3:12])[C:9]2[C:8](=[O:13])[CH2:7][CH:6]([C:14]3[C:19]([O:20]C)=[CH:18][CH:17]=[CH:16][C:15]=3[Cl:22])[CH2:5][C:4]=2[N:3]=1.NC1C=CC(S)=CC=1.[F-].[K+]. The catalyst is CN1C(=O)CCC1.C(OCC)(=O)C. The product is [NH2:1][C:2]1[N:11]=[C:10]([CH3:12])[C:9]2[C:8](=[O:13])[CH2:7][CH:6]([C:14]3[C:19]([OH:20])=[CH:18][CH:17]=[CH:16][C:15]=3[Cl:22])[CH2:5][C:4]=2[N:3]=1. The yield is 0.430. (3) The reactants are [OH:1][Li].O.OO.C([C@H]1COC(=O)N1C(=O)[C@@H:20]([C:33]1[CH:38]=[CH:37][C:36]([Cl:39])=[CH:35][CH:34]=1)[CH2:21][N:22]([CH:30]([CH3:32])[CH3:31])[C:23](=[O:29])[O:24][C:25]([CH3:28])([CH3:27])[CH3:26])C1C=CC=CC=1.[O-]S([O-])=O.[Na+].[Na+].C1[CH2:51][O:50]CC1. The catalyst is O. The product is [C:25]([O:24][C:23]([N:22]([CH:30]([CH3:31])[CH3:32])[CH2:21][C@H:20]([C:33]1[CH:38]=[CH:37][C:36]([Cl:39])=[CH:35][CH:34]=1)[C:51]([OH:50])=[O:1])=[O:29])([CH3:27])([CH3:28])[CH3:26]. The yield is 1.00. (4) The reactants are [Cl:1][C:2]1[CH:7]=[C:6]([Cl:8])[CH:5]=[CH:4][C:3]=1[C:9]1[N:10]=[C:11](/[CH:18]=[CH:19]/[C:20]2[CH:25]=[CH:24][C:23]([O:26][CH3:27])=[CH:22][CH:21]=2)[N:12]([CH2:14][C:15](O)=[O:16])[CH:13]=1.[CH3:28][N:29]([CH3:34])[CH2:30][CH2:31][CH2:32][NH2:33]. No catalyst specified. The product is [Cl:1][C:2]1[CH:7]=[C:6]([Cl:8])[CH:5]=[CH:4][C:3]=1[C:9]1[N:10]=[C:11](/[CH:18]=[CH:19]/[C:20]2[CH:21]=[CH:22][C:23]([O:26][CH3:27])=[CH:24][CH:25]=2)[N:12]([CH2:14][C:15]([NH:33][CH2:32][CH2:31][CH2:30][N:29]([CH3:34])[CH3:28])=[O:16])[CH:13]=1. The yield is 0.780.